From a dataset of hERG Central: cardiac toxicity at 1µM, 10µM, and general inhibition. Predict hERG channel inhibition at various concentrations. (1) The compound is NC(N)=Nc1nc(-c2ccccc2)c2cc(F)ccc2n1. Results: hERG_inhib (hERG inhibition (general)): blocker. (2) The compound is Cc1cc(C(=O)N2CCN(c3ccc([N+](=O)[O-])cc3)CC2)co1. Results: hERG_inhib (hERG inhibition (general)): blocker. (3) The drug is CC12CCC(=O)N1C(C(=O)N1CCN(S(=O)(=O)c3ccc(F)c(F)c3)CC1)CS2. Results: hERG_inhib (hERG inhibition (general)): blocker. (4) The compound is Cn1c(Sc2ccc(C(F)(F)F)cc2[N+](=O)[O-])nnc1-c1ccccc1. Results: hERG_inhib (hERG inhibition (general)): blocker.